This data is from Full USPTO retrosynthesis dataset with 1.9M reactions from patents (1976-2016). The task is: Predict the reactants needed to synthesize the given product. Given the product [ClH:1].[Cl:1][C:2]1[CH:20]=[CH:19][C:5]([O:6][CH2:7][C:8]2[N:9]=[CH:10][CH:11]=[C:12]3[C:16]([CH3:17])=[C:15]([CH3:18])[NH:14][C:13]=23)=[CH:4][CH:3]=1, predict the reactants needed to synthesize it. The reactants are: [Cl:1][C:2]1[CH:20]=[CH:19][C:5]([O:6][CH2:7][C:8]2[N:9]=[CH:10][CH:11]=[C:12]3[C:16]([CH3:17])=[C:15]([CH3:18])[NH:14][C:13]=23)=[CH:4][CH:3]=1.Cl.